This data is from NCI-60 drug combinations with 297,098 pairs across 59 cell lines. The task is: Regression. Given two drug SMILES strings and cell line genomic features, predict the synergy score measuring deviation from expected non-interaction effect. (1) Drug 1: C1=CC=C(C(=C1)C(C2=CC=C(C=C2)Cl)C(Cl)Cl)Cl. Drug 2: C1CN(P(=O)(OC1)NCCCl)CCCl. Cell line: HCT-15. Synergy scores: CSS=3.05, Synergy_ZIP=-1.97, Synergy_Bliss=-4.25, Synergy_Loewe=0.360, Synergy_HSA=-1.52. (2) Drug 2: C1=NNC2=C1C(=O)NC=N2. Drug 1: CC1CCC2CC(C(=CC=CC=CC(CC(C(=O)C(C(C(=CC(C(=O)CC(OC(=O)C3CCCCN3C(=O)C(=O)C1(O2)O)C(C)CC4CCC(C(C4)OC)OCCO)C)C)O)OC)C)C)C)OC. Cell line: MDA-MB-231. Synergy scores: CSS=2.47, Synergy_ZIP=-5.63, Synergy_Bliss=-4.92, Synergy_Loewe=-15.4, Synergy_HSA=-5.75. (3) Drug 1: COC1=C2C(=CC3=C1OC=C3)C=CC(=O)O2. Drug 2: B(C(CC(C)C)NC(=O)C(CC1=CC=CC=C1)NC(=O)C2=NC=CN=C2)(O)O. Cell line: IGROV1. Synergy scores: CSS=13.1, Synergy_ZIP=2.25, Synergy_Bliss=-1.06, Synergy_Loewe=-63.6, Synergy_HSA=-5.25.